Task: Predict the reactants needed to synthesize the given product.. Dataset: Full USPTO retrosynthesis dataset with 1.9M reactions from patents (1976-2016) (1) Given the product [O:8]=[C:5]1[CH2:6][CH2:7][N:2]([C:19]([O:18][CH2:16][CH3:17])=[O:20])[CH2:3][CH2:4]1, predict the reactants needed to synthesize it. The reactants are: Cl.[NH:2]1[CH2:7][CH2:6][C:5](=[O:8])[CH2:4][CH2:3]1.C(N(CC)CC)C.[CH2:16]([O:18][C:19](Cl)=[O:20])[CH3:17]. (2) Given the product [F:1][C:2]1[CH:3]=[CH:4][C:5]([CH2:6][N:7]2[CH2:11][CH2:10][N:9]([C:12]3[CH:13]=[C:14]([CH:19]=[CH:20][N:21]=3)[C:15]([OH:17])=[O:16])[C:8]2=[O:22])=[CH:23][CH:24]=1, predict the reactants needed to synthesize it. The reactants are: [F:1][C:2]1[CH:24]=[CH:23][C:5]([CH2:6][N:7]2[CH2:11][CH2:10][N:9]([C:12]3[CH:13]=[C:14]([CH:19]=[CH:20][N:21]=3)[C:15]([O:17]C)=[O:16])[C:8]2=[O:22])=[CH:4][CH:3]=1.O.[OH-].[Li+]. (3) The reactants are: Cl[C:2]1[N:7]=[C:6]([NH:8][C:9]2[CH:18]=[CH:17][C:16]([O:19][CH3:20])=[CH:15][C:10]=2[C:11]([NH:13][CH3:14])=[O:12])[C:5]([Cl:21])=[CH:4][N:3]=1.[NH2:22][C:23]1[CH:36]=[CH:35][C:26]2[NH:27][C:28](=[O:34])[CH2:29][CH2:30][C:31]([CH3:33])([CH3:32])[C:25]=2[CH:24]=1. Given the product [Cl:21][C:5]1[C:6]([NH:8][C:9]2[CH:18]=[CH:17][C:16]([O:19][CH3:20])=[CH:15][C:10]=2[C:11]([NH:13][CH3:14])=[O:12])=[N:7][C:2]([NH:22][C:23]2[CH:36]=[CH:35][C:26]3[NH:27][C:28](=[O:34])[CH2:29][CH2:30][C:31]([CH3:33])([CH3:32])[C:25]=3[CH:24]=2)=[N:3][CH:4]=1, predict the reactants needed to synthesize it. (4) Given the product [CH2:1]([O:3][C:4]([N:6]1[CH2:7][CH2:8][N:9]([C:12](=[O:34])[C@@H:13]([NH2:23])[CH2:14][CH2:15][C:16]([O:18][C:19]([CH3:21])([CH3:20])[CH3:22])=[O:17])[CH2:10][CH2:11]1)=[O:5])[CH3:2], predict the reactants needed to synthesize it. The reactants are: [CH2:1]([O:3][C:4]([N:6]1[CH2:11][CH2:10][N:9]([C:12](=[O:34])[C@@H:13]([NH:23]C(OCC2C=CC=CC=2)=O)[CH2:14][CH2:15][C:16]([O:18][C:19]([CH3:22])([CH3:21])[CH3:20])=[O:17])[CH2:8][CH2:7]1)=[O:5])[CH3:2]. (5) Given the product [CH2:1]([C@@:4]1([C:20]2[CH:25]=[CH:24][C:23]([F:26])=[CH:22][CH:21]=2)[O:9][C:8](=[O:10])[N:7]([C@H:11]([C:13]2[CH:18]=[CH:17][C:16]([C:30]3[CH:31]=[N:32][CH:33]=[C:28]([F:27])[CH:29]=3)=[CH:15][CH:14]=2)[CH3:12])[CH2:6][CH2:5]1)[CH:2]=[CH2:3], predict the reactants needed to synthesize it. The reactants are: [CH2:1]([C@@:4]1([C:20]2[CH:25]=[CH:24][C:23]([F:26])=[CH:22][CH:21]=2)[O:9][C:8](=[O:10])[N:7]([C@H:11]([C:13]2[CH:18]=[CH:17][C:16](Br)=[CH:15][CH:14]=2)[CH3:12])[CH2:6][CH2:5]1)[CH:2]=[CH2:3].[F:27][C:28]1[CH:29]=[C:30](B(O)O)[CH:31]=[N:32][CH:33]=1. (6) The reactants are: S(=O)(=O)(O)O.[OH:6][C:7]1[CH:15]=[CH:14][C:10]([C:11]([OH:13])=[O:12])=[CH:9][CH:8]=1.[OH:16][C:17]1[CH:29]=[CH:28][C:27]2[C:26]3[C:21](=[CH:22][C:23](O)=[CH:24][CH:25]=3)[CH:20]([CH3:31])[C:19]=2[CH:18]=1.B(O)(O)O. Given the product [OH:6][C:7]1[CH:15]=[CH:14][C:10]([C:11]([O:13][C:23]2[CH:24]=[CH:25][C:26]3[C:27]4[C:19](=[CH:18][C:17]([O:16][C:11](=[O:12])[C:10]5[CH:14]=[CH:15][C:7]([OH:6])=[CH:8][CH:9]=5)=[CH:29][CH:28]=4)[CH:20]([CH3:31])[C:21]=3[CH:22]=2)=[O:12])=[CH:9][CH:8]=1, predict the reactants needed to synthesize it. (7) Given the product [N:17]1[CH:18]=[CH:19][CH:20]=[N:21][C:16]=1[C:8]1[O:9][C:10]2=[CH:11][N:12]=[CH:13][CH:14]=[C:15]2[C:7]=1[NH:24][C:25]1[CH:33]=[C:32]2[C:28]([CH:29]=[N:30][N:31]2[C:34]([O:36][C:37]([CH3:40])([CH3:39])[CH3:38])=[O:35])=[CH:27][CH:26]=1, predict the reactants needed to synthesize it. The reactants are: FC(F)(F)S(O[C:7]1[C:15]2[C:10](=[CH:11][N:12]=[CH:13][CH:14]=2)[O:9][C:8]=1[C:16]1[N:21]=[CH:20][CH:19]=[CH:18][N:17]=1)(=O)=O.[NH2:24][C:25]1[CH:33]=[C:32]2[C:28]([CH:29]=[N:30][N:31]2[C:34]([O:36][C:37]([CH3:40])([CH3:39])[CH3:38])=[O:35])=[CH:27][CH:26]=1.CC1(C)C2C(=C(P(C3C=CC=CC=3)C3C=CC=CC=3)C=CC=2)OC2C(P(C3C=CC=CC=3)C3C=CC=CC=3)=CC=CC1=2.[O-]P([O-])([O-])=O.[K+].[K+].[K+].